This data is from Catalyst prediction with 721,799 reactions and 888 catalyst types from USPTO. The task is: Predict which catalyst facilitates the given reaction. (1) Reactant: [NH:1]1[C:5]2[CH:6]=[CH:7][CH:8]=[C:9]([C:10]([N:12]3[CH2:17][CH2:16][C:15]4([C:29]5[CH:28]=[N:27][N:26]([CH3:30])[C:25]=5[C:24]5[CH:23]=[CH:22][CH:21]=[CH:20][C:19]=5[O:18]4)[CH2:14][CH2:13]3)=[O:11])[C:4]=2[N:3]=[CH:2]1.[H-].[Na+].[CH3:33]I. Product: [CH3:33][N:3]1[C:4]2[C:9]([C:10]([N:12]3[CH2:17][CH2:16][C:15]4([C:29]5[CH:28]=[N:27][N:26]([CH3:30])[C:25]=5[C:24]5[CH:23]=[CH:22][CH:21]=[CH:20][C:19]=5[O:18]4)[CH2:14][CH2:13]3)=[O:11])=[CH:8][CH:7]=[CH:6][C:5]=2[N:1]=[CH:2]1. The catalyst class is: 36. (2) Reactant: O[C@@H:2]1[CH2:5][C@H:4]([C:6]([O:8][CH2:9][C:10]2[CH:15]=[CH:14][CH:13]=[CH:12][CH:11]=2)=[O:7])[CH2:3]1.COCCN(S(F)(F)[F:26])CCOC. Product: [F:26][C@H:2]1[CH2:5][C@H:4]([C:6]([O:8][CH2:9][C:10]2[CH:15]=[CH:14][CH:13]=[CH:12][CH:11]=2)=[O:7])[CH2:3]1. The catalyst class is: 489.